Dataset: Forward reaction prediction with 1.9M reactions from USPTO patents (1976-2016). Task: Predict the product of the given reaction. Given the reactants [NH2:1][C:2]1[C:6]([C:7]([NH:9][C:10]2[N:11]([C:16]3[CH:21]=[CH:20][CH:19]=[CH:18][CH:17]=3)[C:12]([CH3:15])=[N:13][CH:14]=2)=[O:8])=[C:5]([NH2:22])[NH:4][N:3]=1.C(N(C(C)C)[CH:27]=[C:28]([F:31])[CH:29]=O)(C)C.C(O)(=O)C, predict the reaction product. The product is: [NH2:22][C:5]1[C:6]([C:7]([NH:9][C:10]2[N:11]([C:16]3[CH:17]=[CH:18][CH:19]=[CH:20][CH:21]=3)[C:12]([CH3:15])=[N:13][CH:14]=2)=[O:8])=[C:2]2[N:1]=[CH:27][C:28]([F:31])=[CH:29][N:3]2[N:4]=1.